Task: Predict the reaction yield, written as a fraction of the theoretical maximum amount of product (1.0 means a 100% yield; for example, 0.34 means a 34% yield).. Dataset: Reaction yield outcomes from USPTO patents with 853,638 reactions The reactants are [CH2:1]1[O:5][C:4]2[CH:6]=[C:7]([OH:10])[CH:8]=[CH:9][C:3]=2[O:2]1.C1(=O)O[CH2:14][CH2:13][O:12]1. No catalyst specified. The product is [O:2]1[C:3]2[CH:9]=[CH:8][C:7]([O:10][CH2:14][CH2:13][OH:12])=[CH:6][C:4]=2[O:5][CH2:1]1. The yield is 0.990.